Dataset: Full USPTO retrosynthesis dataset with 1.9M reactions from patents (1976-2016). Task: Predict the reactants needed to synthesize the given product. (1) Given the product [CH:30]1([C:28]([NH:27][C:24]2[CH:25]=[CH:26][C:21]([O:20][CH2:15][CH2:14][O:13][C:10]3[CH:9]=[CH:8][C:7]([CH2:6][C@H:5]([O:17][CH3:18])[C:4]([OH:3])=[O:19])=[CH:12][CH:11]=3)=[CH:22][CH:23]=2)=[O:29])[CH2:31][CH2:32][CH2:33][CH2:34]1, predict the reactants needed to synthesize it. The reactants are: C([O:3][C:4](=[O:19])[C@@H:5]([O:17][CH3:18])[CH2:6][C:7]1[CH:12]=[CH:11][C:10]([O:13][CH2:14][CH2:15]Br)=[CH:9][CH:8]=1)C.[OH:20][C:21]1[CH:26]=[CH:25][C:24]([NH:27][C:28]([CH:30]2[CH2:34][CH2:33][CH2:32][CH2:31]2)=[O:29])=[CH:23][CH:22]=1.CO[C@@H](CC1C=CC(OCCCOC2C=CC=CC=2)=CC=1)C(O)=O. (2) Given the product [CH3:1][C:2]1[S:3][C:4]([C:14]2[N:19]=[C:18]([C:20]3[N:21]=[CH:22][CH:23]=[CH:24][N:25]=3)[CH:17]=[CH:16][CH:15]=2)=[CH:5][N:6]=1, predict the reactants needed to synthesize it. The reactants are: [CH3:1][C:2]1[S:3][CH:4]=[CH:5][N:6]=1.C(=O)([O-])[O-].[K+].[K+].Br[C:14]1[N:19]=[C:18]([C:20]2[N:25]=[CH:24][CH:23]=[CH:22][N:21]=2)[CH:17]=[CH:16][CH:15]=1.C1(C)C=CC=CC=1P(C1C=CC=CC=1C)C1C=CC=CC=1C. (3) Given the product [N:1]([C:2]1[CH:3]=[C:4]([NH:10][C:11]2[C:12]3[S:19][CH:18]=[CH:17][C:13]=3[N:14]=[CH:15][N:16]=2)[CH:5]=[C:6]([O:8][CH3:9])[CH:7]=1)=[N+:24]=[N-:25], predict the reactants needed to synthesize it. The reactants are: [NH2:1][C:2]1[CH:3]=[C:4]([NH:10][C:11]2[C:12]3[S:19][CH:18]=[CH:17][C:13]=3[N:14]=[CH:15][N:16]=2)[CH:5]=[C:6]([O:8][CH3:9])[CH:7]=1.N([O-])=O.[Na+].[N-:24]=[N+:25]=[N-].[Na+]. (4) Given the product [Cl:28][C:29]([N:8]1[CH2:7][C@H:6]2[CH2:2][N:3]([C:10]([O:12][CH2:13][C:14]3[CH:19]=[C:18]([Cl:20])[CH:17]=[C:16]([Cl:21])[CH:15]=3)=[O:11])[CH2:4][C@H:5]2[CH2:9]1)=[O:31], predict the reactants needed to synthesize it. The reactants are: Cl.[CH2:2]1[C@@H:6]2[CH2:7][NH:8][CH2:9][C@@H:5]2[CH2:4][N:3]1[C:10]([O:12][CH2:13][C:14]1[CH:19]=[C:18]([Cl:20])[CH:17]=[C:16]([Cl:21])[CH:15]=1)=[O:11].N1C=CC=CC=1.[Cl:28][C:29](Cl)([O:31]C(=O)OC(Cl)(Cl)Cl)Cl. (5) Given the product [Cl:1][C:2]1[CH:3]=[CH:4][C:5]2[N:11]3[C:35]([C:34]([F:45])([F:44])[F:33])=[N:31][N:32]=[C:10]3[C@@H:9]([CH2:13][C:14]([O:16][CH2:17][CH3:18])=[O:15])[O:8][C@H:7]([C:19]3[CH:24]=[CH:23][CH:22]=[C:21]([CH2:25][CH3:26])[C:20]=3[O:27][CH3:28])[C:6]=2[CH:29]=1, predict the reactants needed to synthesize it. The reactants are: [Cl:1][C:2]1[CH:3]=[CH:4][C:5]2[NH:11][C:10](=S)[C@@H:9]([CH2:13][C:14]([O:16][CH2:17][CH3:18])=[O:15])[O:8][C@H:7]([C:19]3[CH:24]=[CH:23][CH:22]=[C:21]([CH2:25][CH3:26])[C:20]=3[O:27][CH3:28])[C:6]=2[CH:29]=1.O.[NH2:31][NH2:32].[F:33][C:34]([F:45])([F:44])[C:35](O[C:35](=O)[C:34]([F:45])([F:44])[F:33])=O.C(=O)(O)[O-].[Na+]. (6) The reactants are: C(OC(=O)[NH:7][C@H:8]1[CH2:12][C@@H:11]([O:13][C:14]2[C:23]3[C:18](=[CH:19][C:20]([O:24][CH3:25])=[CH:21][CH:22]=3)[N:17]=[C:16]([C:26]3[CH:31]=[CH:30][CH:29]=[CH:28][CH:27]=3)[CH:15]=2)[CH2:10][C@H:9]1[C:32](=[O:59])[NH:33][C@:34]1([C:39]([NH:41][S:42]([C:45]2[CH:50]=[CH:49][CH:48]=[C:47]([O:51][CH2:52][C:53]3[CH:58]=[CH:57][CH:56]=[CH:55][CH:54]=3)[CH:46]=2)(=[O:44])=[O:43])=[O:40])[CH2:36][C@H:35]1[CH:37]=[CH2:38])(C)(C)C.Cl. Given the product [CH2:52]([O:51][C:47]1[CH:46]=[C:45]([S:42]([NH:41][C:39]([C@@:34]2([NH:33][C:32]([C@@H:9]3[CH2:10][C@H:11]([O:13][C:14]4[C:23]5[C:18](=[CH:19][C:20]([O:24][CH3:25])=[CH:21][CH:22]=5)[N:17]=[C:16]([C:26]5[CH:31]=[CH:30][CH:29]=[CH:28][CH:27]=5)[CH:15]=4)[CH2:12][C@@H:8]3[NH2:7])=[O:59])[CH2:36][C@H:35]2[CH:37]=[CH2:38])=[O:40])(=[O:44])=[O:43])[CH:50]=[CH:49][CH:48]=1)[C:53]1[CH:54]=[CH:55][CH:56]=[CH:57][CH:58]=1, predict the reactants needed to synthesize it. (7) Given the product [Cl:1][C:2]1[CH:7]=[C:6]([N:18]2[CH2:23][CH2:22][O:21][CH2:20][CH2:19]2)[N:5]2[N:9]=[CH:10][C:11]([C:12]3[CH:17]=[CH:16][CH:15]=[CH:14][CH:13]=3)=[C:4]2[N:3]=1, predict the reactants needed to synthesize it. The reactants are: [Cl:1][C:2]1[CH:7]=[C:6](Cl)[N:5]2[N:9]=[CH:10][C:11]([C:12]3[CH:17]=[CH:16][CH:15]=[CH:14][CH:13]=3)=[C:4]2[N:3]=1.[NH:18]1[CH2:23][CH2:22][O:21][CH2:20][CH2:19]1.